From a dataset of Merck oncology drug combination screen with 23,052 pairs across 39 cell lines. Regression. Given two drug SMILES strings and cell line genomic features, predict the synergy score measuring deviation from expected non-interaction effect. Drug 1: O=c1[nH]cc(F)c(=O)[nH]1. Drug 2: N#Cc1ccc(Cn2cncc2CN2CCN(c3cccc(Cl)c3)C(=O)C2)cc1. Cell line: DLD1. Synergy scores: synergy=13.3.